This data is from Forward reaction prediction with 1.9M reactions from USPTO patents (1976-2016). The task is: Predict the product of the given reaction. (1) Given the reactants [Br:1][C:2]1[CH:3]=[CH:4][C:5]([F:12])=[C:6]([C:8](=O)[CH2:9][F:10])[CH:7]=1.[CH3:13][C:14]([S@:17]([NH2:19])=[O:18])([CH3:16])[CH3:15].O.CCOC(C)=O, predict the reaction product. The product is: [Br:1][C:2]1[CH:3]=[CH:4][C:5]([F:12])=[C:6]([C:8](=[N:19][S@@:17]([C:14]([CH3:16])([CH3:15])[CH3:13])=[O:18])[CH2:9][F:10])[CH:7]=1. (2) Given the reactants C([O:3][C:4](=[O:31])[C:5]([O:8][C:9]1[CH:14]=[CH:13][C:12]([O:15][CH2:16][CH2:17][C:18]2[N:19]=[C:20]([C:24]3[CH:29]=[CH:28][C:27](Br)=[CH:26][CH:25]=3)[O:21][C:22]=2[CH3:23])=[CH:11][CH:10]=1)([CH3:7])[CH3:6])C.[C:32]1(B(O)O)[CH:37]=[CH:36][CH:35]=[CH:34][CH:33]=1.[C:41]([O-:44])([O-])=O.[K+].[K+].[I-].[K+], predict the reaction product. The product is: [C:20]([C:24]1[CH:29]=[CH:28][C:41]([O:44][C:27]2[CH:26]=[CH:25][C:24]([C:20]3[O:21][C:22]([CH3:23])=[C:18]([CH2:17][CH2:16][O:15][C:12]4[CH:11]=[CH:10][C:9]([O:8][C:5]([CH3:7])([CH3:6])[C:4]([OH:3])=[O:31])=[CH:14][CH:13]=4)[N:19]=3)=[CH:29][CH:28]=2)=[CH:26][CH:25]=1)(=[O:21])[C:32]1[CH:37]=[CH:36][CH:35]=[CH:34][CH:33]=1. (3) Given the reactants Cl[C:2]1[C:7]2=[C:8]([Cl:11])[CH:9]=[CH:10][N:6]2[N:5]=[CH:4][N:3]=1.[F:12][C:13]1[CH:18]=[C:17]([N+:19]([O-:21])=[O:20])[CH:16]=[CH:15][C:14]=1[OH:22].C(=O)([O-])[O-].[K+].[K+], predict the reaction product. The product is: [Cl:11][C:8]1[CH:9]=[CH:10][N:6]2[C:7]=1[C:2]([O:22][C:14]1[CH:15]=[CH:16][C:17]([N+:19]([O-:21])=[O:20])=[CH:18][C:13]=1[F:12])=[N:3][CH:4]=[N:5]2. (4) Given the reactants [NH2:1][C:2]1[N:3]=[C:4]([CH3:21])[C:5]2[C:11](=S)[NH:10][C@@H:9]([C:13]3[CH:18]=[CH:17][C:16]([F:19])=[CH:15][C:14]=3[Br:20])[CH2:8][C:6]=2[N:7]=1.[NH2:22][O:23][C@H:24]1[CH2:28][N:27]([C:29]([O:31][C:32]([CH3:35])([CH3:34])[CH3:33])=[O:30])[C@H:26]([C:36]([O:38][CH3:39])=[O:37])[CH2:25]1, predict the reaction product. The product is: [NH2:1][C:2]1[N:3]=[C:4]([CH3:21])[C:5]2=[C:6]([CH2:8][C@H:9]([C:13]3[CH:18]=[CH:17][C:16]([F:19])=[CH:15][C:14]=3[Br:20])[NH:10]/[C:11]/2=[N:22]\[O:23][C@H:24]2[CH2:28][N:27]([C:29]([O:31][C:32]([CH3:33])([CH3:34])[CH3:35])=[O:30])[C@H:26]([C:36]([O:38][CH3:39])=[O:37])[CH2:25]2)[N:7]=1.